From a dataset of Catalyst prediction with 721,799 reactions and 888 catalyst types from USPTO. Predict which catalyst facilitates the given reaction. Reactant: Br[CH2:2][C:3]1[CH:8]=[CH:7][C:6]([B:9]2[O:13][C:12]([CH3:15])([CH3:14])[C:11]([CH3:17])([CH3:16])[O:10]2)=[CH:5][CH:4]=1.[CH3:18][N:19]1[CH2:24][CH2:23][NH:22][CH2:21][CH2:20]1. Product: [CH3:18][N:19]1[CH2:24][CH2:23][N:22]([CH2:2][C:3]2[CH:8]=[CH:7][C:6]([B:9]3[O:13][C:12]([CH3:15])([CH3:14])[C:11]([CH3:17])([CH3:16])[O:10]3)=[CH:5][CH:4]=2)[CH2:21][CH2:20]1. The catalyst class is: 4.